Dataset: Reaction yield outcomes from USPTO patents with 853,638 reactions. Task: Predict the reaction yield, written as a fraction of the theoretical maximum amount of product (1.0 means a 100% yield; for example, 0.34 means a 34% yield). (1) The reactants are [I:1][C:2]1[CH:3]=[C:4]2[C:8](=[CH:9][CH:10]=1)[NH:7][C:6](=O)[C:5]2([CH2:13][C:14]([N:16]([CH3:18])[CH3:17])=O)O.[BH4-].[Na+].B(F)(F)F.[OH-].[Na+].C1N2CCN(CC2)C1. The catalyst is C1(C)C=CC=CC=1.O.COCCOC. The product is [I:1][C:2]1[CH:3]=[C:4]2[C:8](=[CH:9][CH:10]=1)[NH:7][CH:6]=[C:5]2[CH2:13][CH2:14][N:16]([CH3:17])[CH3:18]. The yield is 0.109. (2) The reactants are Br[C:2]1[CH:10]=[C:9]2[C:5]([CH:6]=[N:7][N:8]2[CH2:11][O:12][CH2:13][CH2:14][Si:15]([CH3:18])([CH3:17])[CH3:16])=[CH:4][CH:3]=1.[CH:19]1(B(O)O)[CH2:21][CH2:20]1.[O-]P([O-])([O-])=O.[K+].[K+].[K+].C1(C)C=CC=CC=1. The catalyst is C([O-])(=O)C.[Pd+2].C([O-])(=O)C.O. The product is [CH:19]1([C:2]2[CH:10]=[C:9]3[C:5]([CH:6]=[N:7][N:8]3[CH2:11][O:12][CH2:13][CH2:14][Si:15]([CH3:18])([CH3:17])[CH3:16])=[CH:4][CH:3]=2)[CH2:21][CH2:20]1. The yield is 0.900. (3) The product is [F:1][C:2]1[CH:3]=[CH:4][C:5]([C:8]2[C:16]([C:20](=[O:22])[CH3:21])=[C:15]3[N:10]([C:11]([S:17][CH3:18])=[N:12][CH:13]=[CH:14]3)[N:9]=2)=[CH:6][CH:7]=1. The yield is 0.700. The reactants are [F:1][C:2]1[CH:7]=[CH:6][C:5]([C:8]2[CH:16]=[C:15]3[N:10]([C:11]([S:17][CH3:18])=[N:12][CH:13]=[CH:14]3)[N:9]=2)=[CH:4][CH:3]=1.O.[C:20](OC(=O)C)(=[O:22])[CH3:21]. The catalyst is S(=O)(=O)(O)O. (4) The reactants are C[O:2][C:3]1[C:8]2[NH:9][C:10]([C:12]3[S:13][CH:14]=[CH:15][CH:16]=3)=[N:11][C:7]=2[C:6]([C:17]([NH:19][CH2:20][CH2:21][NH:22][S:23]([C:26]2[CH:31]=[CH:30][N:29]=[CH:28][CH:27]=2)(=[O:25])=[O:24])=[O:18])=[CH:5][CH:4]=1.B(Br)(Br)Br. No catalyst specified. The product is [OH:2][C:3]1[C:8]2[NH:9][C:10]([C:12]3[S:13][CH:14]=[CH:15][CH:16]=3)=[N:11][C:7]=2[C:6]([C:17]([NH:19][CH2:20][CH2:21][NH:22][S:23]([C:26]2[CH:27]=[CH:28][N:29]=[CH:30][CH:31]=2)(=[O:24])=[O:25])=[O:18])=[CH:5][CH:4]=1. The yield is 0.210.